This data is from Reaction yield outcomes from USPTO patents with 853,638 reactions. The task is: Predict the reaction yield, written as a fraction of the theoretical maximum amount of product (1.0 means a 100% yield; for example, 0.34 means a 34% yield). (1) The reactants are C(=O)([O-])[O-].[Cs+].[Cs+].[OH:7][C:8]1[CH:9]=[N:10][C:11]([N:14]2[CH2:19][CH2:18][N:17]([C:20]([O:22][C:23]([CH3:26])([CH3:25])[CH3:24])=[O:21])[CH2:16][CH2:15]2)=[N:12][CH:13]=1.Br[CH2:28][C:29]1[CH:34]=[CH:33][C:32]([S:35]([CH3:38])(=[O:37])=[O:36])=[CH:31][CH:30]=1.O. The catalyst is CN(C=O)C.CCOC(C)=O.CCOCC. The product is [CH3:38][S:35]([C:32]1[CH:33]=[CH:34][C:29]([CH2:28][O:7][C:8]2[CH:13]=[N:12][C:11]([N:14]3[CH2:15][CH2:16][N:17]([C:20]([O:22][C:23]([CH3:26])([CH3:25])[CH3:24])=[O:21])[CH2:18][CH2:19]3)=[N:10][CH:9]=2)=[CH:30][CH:31]=1)(=[O:36])=[O:37]. The yield is 0.520. (2) The reactants are C[N:2]([C:4]1[C:9]([C:10]2[C:15](P(C3CCCCC3)C3CCCCC3)=[CH:14]C=CC=2)=CC=CC=1)C.CC(C)([O-])C.[Na+].BrC1C=CC=CN=1.[NH2:42][C@H:43]1[C:52]2[C:47](=[CH:48][CH:49]=[C:50]([N:53]3[CH2:58][CH2:57][O:56][CH2:55][CH2:54]3)[CH:51]=2)[N:46]([C:59](=[O:61])[CH3:60])[C@@H:45]([CH:62]2[CH2:64][CH2:63]2)[C@@H:44]1[CH3:65]. The yield is 0.0800. The catalyst is O1CCOCC1.C1C=CC(/C=C/C(/C=C/C2C=CC=CC=2)=O)=CC=1.C1C=CC(/C=C/C(/C=C/C2C=CC=CC=2)=O)=CC=1.C1C=CC(/C=C/C(/C=C/C2C=CC=CC=2)=O)=CC=1.[Pd].[Pd]. The product is [CH:62]1([C@H:45]2[C@H:44]([CH3:65])[C@@H:43]([NH:42][C:14]3[CH:15]=[CH:10][CH:9]=[CH:4][N:2]=3)[C:52]3[C:47](=[CH:48][CH:49]=[C:50]([N:53]4[CH2:54][CH2:55][O:56][CH2:57][CH2:58]4)[CH:51]=3)[N:46]2[C:59](=[O:61])[CH3:60])[CH2:64][CH2:63]1. (3) The reactants are Br[C:2]1[CH:7]=[CH:6][CH:5]=[CH:4][N:3]=1.CCCCCC.C([Li])CCC.Br[C:20]1[CH:25]=[CH:24][C:23]([F:26])=[CH:22][C:21]=1[F:27]. The catalyst is O1CCCC1.[Cl-].[Zn+2].[Cl-].C1C=CC([P]([Pd]([P](C2C=CC=CC=2)(C2C=CC=CC=2)C2C=CC=CC=2)([P](C2C=CC=CC=2)(C2C=CC=CC=2)C2C=CC=CC=2)[P](C2C=CC=CC=2)(C2C=CC=CC=2)C2C=CC=CC=2)(C2C=CC=CC=2)C2C=CC=CC=2)=CC=1. The product is [F:26][C:23]1[CH:22]=[C:21]([F:27])[CH:20]=[CH:25][C:24]=1[C:2]1[CH:7]=[CH:6][CH:5]=[CH:4][N:3]=1. The yield is 0.630. (4) The reactants are [Si:1]([O:8][CH2:9][CH2:10][C:11]1([NH2:14])[CH2:13][CH2:12]1)([C:4]([CH3:7])([CH3:6])[CH3:5])([CH3:3])[CH3:2].[CH3:15][C:16]([O:19][C:20](O[C:20]([O:19][C:16]([CH3:18])([CH3:17])[CH3:15])=[O:21])=[O:21])([CH3:18])[CH3:17].C([O-])(O)=O.[Na+]. The catalyst is C1COCC1.O. The product is [Si:1]([O:8][CH2:9][CH2:10][C:11]1([NH:14][C:20](=[O:21])[O:19][C:16]([CH3:18])([CH3:17])[CH3:15])[CH2:13][CH2:12]1)([C:4]([CH3:7])([CH3:6])[CH3:5])([CH3:3])[CH3:2]. The yield is 0.900.